From a dataset of NCI-60 drug combinations with 297,098 pairs across 59 cell lines. Regression. Given two drug SMILES strings and cell line genomic features, predict the synergy score measuring deviation from expected non-interaction effect. (1) Drug 1: CCC1(CC2CC(C3=C(CCN(C2)C1)C4=CC=CC=C4N3)(C5=C(C=C6C(=C5)C78CCN9C7C(C=CC9)(C(C(C8N6C=O)(C(=O)OC)O)OC(=O)C)CC)OC)C(=O)OC)O.OS(=O)(=O)O. Drug 2: CC=C1C(=O)NC(C(=O)OC2CC(=O)NC(C(=O)NC(CSSCCC=C2)C(=O)N1)C(C)C)C(C)C. Cell line: SF-268. Synergy scores: CSS=61.0, Synergy_ZIP=-1.12, Synergy_Bliss=-3.00, Synergy_Loewe=-17.2, Synergy_HSA=-2.53. (2) Drug 1: CNC(=O)C1=CC=CC=C1SC2=CC3=C(C=C2)C(=NN3)C=CC4=CC=CC=N4. Drug 2: CC12CCC3C(C1CCC2=O)CC(=C)C4=CC(=O)C=CC34C. Cell line: HOP-62. Synergy scores: CSS=13.1, Synergy_ZIP=1.90, Synergy_Bliss=3.63, Synergy_Loewe=-2.16, Synergy_HSA=1.67. (3) Drug 1: C1CCN(CC1)CCOC2=CC=C(C=C2)C(=O)C3=C(SC4=C3C=CC(=C4)O)C5=CC=C(C=C5)O. Drug 2: CC1=C(C(=CC=C1)Cl)NC(=O)C2=CN=C(S2)NC3=CC(=NC(=N3)C)N4CCN(CC4)CCO. Cell line: HCT-15. Synergy scores: CSS=10.2, Synergy_ZIP=-0.268, Synergy_Bliss=0.142, Synergy_Loewe=-4.41, Synergy_HSA=-2.26. (4) Cell line: T-47D. Synergy scores: CSS=4.13, Synergy_ZIP=-0.373, Synergy_Bliss=2.86, Synergy_Loewe=-0.354, Synergy_HSA=0.134. Drug 1: CN1C2=C(C=C(C=C2)N(CCCl)CCCl)N=C1CCCC(=O)O.Cl. Drug 2: CCN(CC)CCCC(C)NC1=C2C=C(C=CC2=NC3=C1C=CC(=C3)Cl)OC. (5) Drug 1: CC1CCC2CC(C(=CC=CC=CC(CC(C(=O)C(C(C(=CC(C(=O)CC(OC(=O)C3CCCCN3C(=O)C(=O)C1(O2)O)C(C)CC4CCC(C(C4)OC)OCCO)C)C)O)OC)C)C)C)OC. Drug 2: C#CCC(CC1=CN=C2C(=N1)C(=NC(=N2)N)N)C3=CC=C(C=C3)C(=O)NC(CCC(=O)O)C(=O)O. Cell line: HCT-15. Synergy scores: CSS=68.7, Synergy_ZIP=4.23, Synergy_Bliss=3.98, Synergy_Loewe=-19.9, Synergy_HSA=0.642. (6) Drug 1: CC1=C(C=C(C=C1)NC(=O)C2=CC=C(C=C2)CN3CCN(CC3)C)NC4=NC=CC(=N4)C5=CN=CC=C5. Drug 2: CC1=C(N=C(N=C1N)C(CC(=O)N)NCC(C(=O)N)N)C(=O)NC(C(C2=CN=CN2)OC3C(C(C(C(O3)CO)O)O)OC4C(C(C(C(O4)CO)O)OC(=O)N)O)C(=O)NC(C)C(C(C)C(=O)NC(C(C)O)C(=O)NCCC5=NC(=CS5)C6=NC(=CS6)C(=O)NCCC[S+](C)C)O. Cell line: EKVX. Synergy scores: CSS=0.548, Synergy_ZIP=1.38, Synergy_Bliss=6.21, Synergy_Loewe=-1.57, Synergy_HSA=0.571.